From a dataset of Forward reaction prediction with 1.9M reactions from USPTO patents (1976-2016). Predict the product of the given reaction. (1) Given the reactants [OH:1][C@@H:2]1[C:10]2[C:5](=[CH:6][CH:7]=[CH:8][CH:9]=2)[CH2:4][C@@:3]1([CH2:20][C:21]1[CH:29]=[CH:28][C:24]([C:25]([OH:27])=[O:26])=[CH:23][CH:22]=1)[C:11]1[CH2:12][C:13]2[C:18]([CH:19]=1)=[CH:17][CH:16]=[CH:15][CH:14]=2.C1CCC(N=C=NC2CCCCC2)CC1.C1C2C(COC([NH:62][C@H:63]([C:68](O)=[O:69])[C@H:64]([CH2:66][CH3:67])[CH3:65])=O)C3C(=CC=CC=3)C=2C=CC=1, predict the reaction product. The product is: [NH2:62][C@H:63]([C:68]([O:1][C@@H:2]1[C:10]2[C:5](=[CH:6][CH:7]=[CH:8][CH:9]=2)[CH2:4][C@@:3]1([CH2:20][C:21]1[CH:29]=[CH:28][C:24]([C:25]([OH:27])=[O:26])=[CH:23][CH:22]=1)[C:11]1[CH2:12][C:13]2[C:18]([CH:19]=1)=[CH:17][CH:16]=[CH:15][CH:14]=2)=[O:69])[C@H:64]([CH2:66][CH3:67])[CH3:65]. (2) Given the reactants Cl.[N+:2]([C:5]1[CH:6]=[C:7]([CH:10]=[CH:11][CH:12]=1)[CH2:8][NH2:9])([O-:4])=[O:3].C([O-])(O)=O.[Na+].[S:18](N)([NH2:21])(=[O:20])=[O:19].Cl, predict the reaction product. The product is: [N+:2]([C:5]1[CH:6]=[C:7]([CH:10]=[CH:11][CH:12]=1)[CH2:8][NH:9][S:18]([NH2:21])(=[O:20])=[O:19])([O-:4])=[O:3]. (3) The product is: [Cl:34][C:29]1[CH:30]=[CH:31][CH:32]=[CH:33][C:28]=1[CH2:27][N:8]1[C:7]2[CH:9]=[CH:10][CH:11]=[CH:12][C:6]=2[N:5]2[CH2:13][CH2:14][NH:15][CH2:16][CH:4]2[CH2:3][CH2:2]1. Given the reactants O=[C:2]1[NH:8][C:7]2[CH:9]=[CH:10][CH:11]=[CH:12][C:6]=2[N:5]2[CH2:13][CH2:14][N:15](C(OC(C)(C)C)=O)[CH2:16][CH:4]2[CH2:3]1.[H-].[Na+].Br[CH2:27][C:28]1[CH:33]=[CH:32][CH:31]=[CH:30][C:29]=1[Cl:34].B, predict the reaction product. (4) Given the reactants C(OC([N:8]1[CH2:13][CH2:12][CH:11]([N:14]([CH3:39])[N:15]([C:25]2[CH:29]=[C:28]([C:30]#[C:31][C:32]([CH3:35])([CH3:34])[CH3:33])[S:27][C:26]=2[C:36]([OH:38])=[O:37])[C:16]([CH:18]2[CH2:23][CH2:22][CH:21]([CH3:24])[CH2:20][CH2:19]2)=[O:17])[CH2:10][CH2:9]1)=O)(C)(C)C.C(O)(C(F)(F)F)=O, predict the reaction product. The product is: [CH3:33][C:32]([CH3:34])([CH3:35])[C:31]#[C:30][C:28]1[S:27][C:26]([C:36]([OH:38])=[O:37])=[C:25]([N:15]([C:16]([CH:18]2[CH2:19][CH2:20][CH:21]([CH3:24])[CH2:22][CH2:23]2)=[O:17])[N:14]([CH3:39])[CH:11]2[CH2:12][CH2:13][NH:8][CH2:9][CH2:10]2)[CH:29]=1. (5) Given the reactants C(O)=[O:2].[F:4][C:5]1[CH:6]=[C:7]([CH:13]([CH3:18])[C:14]([O:16][CH3:17])=[O:15])[CH:8]=[CH:9][C:10]=1[S:11][CH3:12].OO.C(OCC)(=O)C.CCCCCC.[OH2:33], predict the reaction product. The product is: [F:4][C:5]1[CH:6]=[C:7]([CH:13]([CH3:18])[C:14]([O:16][CH3:17])=[O:15])[CH:8]=[CH:9][C:10]=1[S:11]([CH3:12])(=[O:2])=[O:33]. (6) The product is: [Cl:26][C:23]1[CH:24]=[CH:25][C:20]([C:18]([NH:17][CH:13]([CH2:12][C:7]2[C:5]3[C:4](=[CH:3][CH:2]=[CH:1][CH:6]=3)[NH:11][C:9](=[O:10])[CH:8]=2)[C:14]([O:16][CH2:28][CH2:29][C:30]2[C:38]3[C:33](=[CH:34][CH:35]=[CH:36][CH:37]=3)[N:32]([CH3:39])[CH:31]=2)=[O:15])=[O:19])=[CH:21][CH:22]=1. Given the reactants [CH:1]1[CH:2]=[CH:3][C:4]2[NH:11][C:9](=[O:10])[CH:8]=[C:7]([CH2:12][CH:13]([NH:17][C:18]([C:20]3[CH:21]=[CH:22][C:23]([Cl:26])=[CH:24][CH:25]=3)=[O:19])[C:14]([OH:16])=[O:15])[C:5]=2[CH:6]=1.O[CH2:28][CH2:29][C:30]1[C:38]2[C:33](=[CH:34][CH:35]=[CH:36][CH:37]=2)[N:32]([CH3:39])[CH:31]=1, predict the reaction product. (7) Given the reactants [C:1]([O:5][C:6]([N:8]1[CH2:17][CH2:16][C:15]2[C:10](=[CH:11][CH:12]=[CH:13][C:14]=2[OH:18])[CH2:9]1)=[O:7])([CH3:4])([CH3:3])[CH3:2].C([O-])([O-])=O.[K+].[K+].Br[CH2:26][C:27]([O:29][CH2:30][CH3:31])=[O:28], predict the reaction product. The product is: [C:1]([O:5][C:6]([N:8]1[CH2:17][CH2:16][C:15]2[C:10](=[CH:11][CH:12]=[CH:13][C:14]=2[O:18][CH2:26][C:27]([O:29][CH2:30][CH3:31])=[O:28])[CH2:9]1)=[O:7])([CH3:4])([CH3:2])[CH3:3]. (8) The product is: [OH:8][C@H:9]1[CH2:14][CH2:13][C@@H:12]([NH:15][C:16](=[O:22])[O:17][C:18]([CH3:20])([CH3:19])[CH3:21])[CH2:11][C@H:10]1[CH3:23]. Given the reactants C([O:8][C@@H:9]1[CH2:14][CH2:13][C@@H:12]([NH:15][C:16](=[O:22])[O:17][C:18]([CH3:21])([CH3:20])[CH3:19])[CH2:11][C@@H:10]1[CH3:23])C1C=CC=CC=1, predict the reaction product.